This data is from Forward reaction prediction with 1.9M reactions from USPTO patents (1976-2016). The task is: Predict the product of the given reaction. (1) Given the reactants [CH2:1]([O:8][C@@H:9]([C@@H:11]1[N:16](C(OC(C)(C)C)=O)[C:15](=[O:24])[C:14]2[C:25]([C:28]([O:30]CC)=[O:29])=[CH:26][O:27][C:13]=2[CH2:12]1)[CH3:10])[C:2]1[CH:7]=[CH:6][CH:5]=[CH:4][CH:3]=1.O=C1C2C(C(OCC)=O)=COC=2CC2(CCOCC2)C1, predict the reaction product. The product is: [CH2:1]([O:8][C@@H:9]([C@@H:11]1[NH:16][C:15](=[O:24])[C:14]2[C:25]([C:28]([OH:30])=[O:29])=[CH:26][O:27][C:13]=2[CH2:12]1)[CH3:10])[C:2]1[CH:7]=[CH:6][CH:5]=[CH:4][CH:3]=1. (2) The product is: [NH2:7][C:8]1[S:9][C:10]([C:35]2[CH:36]=[N:37][CH:38]=[CH:39][CH:40]=2)=[CH:11][C:12]=1[C:13]([N:15]1[CH2:16][CH2:17][CH:18]([N:21]2[CH2:34][CH2:33][CH2:32][C:23]3([O:27][C:26](=[O:28])[N:25]([CH2:29][CH3:30])[C:24]3=[O:31])[CH2:22]2)[CH2:19][CH2:20]1)=[O:14]. Given the reactants C(OC(=O)[NH:7][C:8]1[S:9][C:10]([C:35]2[CH:36]=[N:37][CH:38]=[CH:39][CH:40]=2)=[CH:11][C:12]=1[C:13]([N:15]1[CH2:20][CH2:19][CH:18]([N:21]2[CH2:34][CH2:33][CH2:32][C:23]3([O:27][C:26](=[O:28])[N:25]([CH2:29][CH3:30])[C:24]3=[O:31])[CH2:22]2)[CH2:17][CH2:16]1)=[O:14])(C)(C)C.C(=O)([O-])O.[Na+], predict the reaction product.